The task is: Predict which catalyst facilitates the given reaction.. This data is from Catalyst prediction with 721,799 reactions and 888 catalyst types from USPTO. (1) Reactant: [CH2:1]([O:8][C:9](=[O:17])[NH:10][C@H:11]1[CH2:14][C@@H:13]([CH2:15][OH:16])[CH2:12]1)[C:2]1[CH:7]=[CH:6][CH:5]=[CH:4][CH:3]=1.CS(C)=O.C(N(CC)CC)C.C(Cl)(=O)C(Cl)=O. Product: [CH2:1]([O:8][C:9](=[O:17])[NH:10][C@H:11]1[CH2:14][C@@H:13]([CH:15]=[O:16])[CH2:12]1)[C:2]1[CH:3]=[CH:4][CH:5]=[CH:6][CH:7]=1. The catalyst class is: 2. (2) Product: [I:14][C:11]1[C:5]2[C:6](=[CH:7][N:8]=[C:3]([O:2][CH3:1])[CH:4]=2)[NH:9][N:10]=1. Reactant: [CH3:1][O:2][C:3]1[CH:4]=[C:5]2[CH:11]=[N:10][NH:9][C:6]2=[CH:7][N:8]=1.[OH-].[K+].[I:14]I. The catalyst class is: 39. (3) Reactant: [CH3:1][S:2][C:3]1[S:7][N:6]=[C:5]([NH2:8])[N:4]=1.CO[CH:11](OC)[N:12]([CH3:14])[CH3:13]. Product: [CH3:11][N:12]([CH3:14])[CH:13]=[N:8][C:5]1[N:4]=[C:3]([S:2][CH3:1])[S:7][N:6]=1. The catalyst class is: 12.